The task is: Predict which catalyst facilitates the given reaction.. This data is from Catalyst prediction with 721,799 reactions and 888 catalyst types from USPTO. (1) Reactant: S(=O)(=O)(O)O.N[C:7]1[CH:8]=[C:9]([CH:13]=[C:14]([N+:17]([O-:19])=[O:18])[C:15]=1[CH3:16])[C:10]([OH:12])=[O:11].N([O-])=[O:21].[Na+]. Product: [OH:21][C:7]1[CH:8]=[C:9]([CH:13]=[C:14]([N+:17]([O-:19])=[O:18])[C:15]=1[CH3:16])[C:10]([OH:12])=[O:11]. The catalyst class is: 6. (2) Reactant: [N:1]1[CH:6]=[CH:5][CH:4]=[CH:3][C:2]=1[C:7]([NH2:9])=O.C(O[CH:15]([N:19]([CH3:21])C)[N:16](C)C)(C)(C)C.[O-]CC.[Na+].C(O)C.NC(N)=[S:31]. Product: [N:1]1[CH:6]=[CH:5][CH:4]=[CH:3][C:2]=1[C:7]1[N:9]=[CH:21][N:19]=[C:15]([SH:31])[N:16]=1. The catalyst class is: 9.